Predict which catalyst facilitates the given reaction. From a dataset of Catalyst prediction with 721,799 reactions and 888 catalyst types from USPTO. (1) Reactant: [OH-:1].[Na+].[NH2:3]O.C[O:6][C:7]([C:9]1[CH:10]=[C:11]2[C:15](=[CH:16][CH:17]=1)[N:14]([CH3:18])[CH:13]=[C:12]2[CH2:19][C:20]1[CH:25]=[CH:24][C:23]([F:26])=[CH:22][CH:21]=1)=O. Product: [OH:1][NH:3][C:7]([C:9]1[CH:10]=[C:11]2[C:15](=[CH:16][CH:17]=1)[N:14]([CH3:18])[CH:13]=[C:12]2[CH2:19][C:20]1[CH:25]=[CH:24][C:23]([F:26])=[CH:22][CH:21]=1)=[O:6]. The catalyst class is: 87. (2) Reactant: [F:1][C:2]1[CH:3]=[C:4]([NH:9][C:10]([C:12]2[CH:13]=[C:14]([S:19](Cl)(=[O:21])=[O:20])[CH:15]=[CH:16][C:17]=2[F:18])=[O:11])[CH:5]=[CH:6][C:7]=1[F:8].[NH3:23]. The catalyst class is: 20. Product: [F:1][C:2]1[CH:3]=[C:4]([NH:9][C:10](=[O:11])[C:12]2[CH:13]=[C:14]([S:19](=[O:21])(=[O:20])[NH2:23])[CH:15]=[CH:16][C:17]=2[F:18])[CH:5]=[CH:6][C:7]=1[F:8]. (3) Reactant: [S:1]1[C:5]2[CH:6]=[CH:7][CH:8]=[CH:9][C:4]=2[N:3]=[C:2]1[NH:10][C:11](=[O:15])[CH2:12][C:13]#[N:14].[NH4+].[Cl-].[N-:18]=[N+:19]=[N-:20].[Na+]. Product: [S:1]1[C:5]2[CH:6]=[CH:7][CH:8]=[CH:9][C:4]=2[N:3]=[C:2]1[NH:10][C:11](=[O:15])[CH2:12][C:13]1[N:18]=[N:19][NH:20][N:14]=1. The catalyst class is: 9. (4) Reactant: [CH3:1][N:2]([CH2:13][C:14]1[NH:18][C:17]2[CH:19]=[CH:20][CH:21]=[C:22]([CH:23]=O)[C:16]=2[N:15]=1)[CH:3]1[C:12]2[N:11]=[CH:10][CH:9]=[CH:8][C:7]=2[CH2:6][CH2:5][CH2:4]1.[NH2:25][CH2:26][CH2:27][C:28]1[N:32]=[CH:31][NH:30][CH:29]=1.C(O)(=O)C.C(O[BH-](OC(=O)C)OC(=O)C)(=O)C.[Na+]. Product: [NH:30]1[CH:29]=[C:28]([CH2:27][CH2:26][NH:25][CH2:23][C:22]2[C:16]3[N:15]=[C:14]([CH2:13][N:2]([CH3:1])[CH:3]4[C:12]5[N:11]=[CH:10][CH:9]=[CH:8][C:7]=5[CH2:6][CH2:5][CH2:4]4)[NH:18][C:17]=3[CH:19]=[CH:20][CH:21]=2)[N:32]=[CH:31]1. The catalyst class is: 26. (5) Reactant: [Li]CCCC.[N:6]1([C:11]2[CH:31]=[CH:30][C:14]([CH2:15][C:16]3[C:17]([O:28][CH3:29])=[N:18][C:19]4[C:24]([C:25]=3[Cl:26])=[CH:23][C:22](Br)=[CH:21][CH:20]=4)=[CH:13][CH:12]=2)[CH:10]=[CH:9][CH:8]=[N:7]1.[CH3:32][N:33]1[C:37]([C:38]([C:40]2[CH:45]=[CH:44][CH:43]=[CH:42][N:41]=2)=[O:39])=[CH:36][N:35]=[CH:34]1. Product: [N:6]1([C:11]2[CH:31]=[CH:30][C:14]([CH2:15][C:16]3[C:17]([O:28][CH3:29])=[N:18][C:19]4[C:24]([C:25]=3[Cl:26])=[CH:23][C:22]([C:38]([C:37]3[N:33]([CH3:32])[CH:34]=[N:35][CH:36]=3)([C:40]3[CH:45]=[CH:44][CH:43]=[CH:42][N:41]=3)[OH:39])=[CH:21][CH:20]=4)=[CH:13][CH:12]=2)[CH:10]=[CH:9][CH:8]=[N:7]1. The catalyst class is: 1.